From a dataset of Forward reaction prediction with 1.9M reactions from USPTO patents (1976-2016). Predict the product of the given reaction. (1) The product is: [CH:9]1([NH:8][C:3]2[C:2]([N:1]=[C:21]([NH:20][C:18](=[O:19])[O:17][CH2:15][CH3:16])[N:26]([CH2:27][CH3:28])[CH2:23][CH3:24])=[CH:7][CH:6]=[CH:5][N:4]=2)[CH2:14][CH2:13][CH2:12][CH2:11][CH2:10]1. Given the reactants [NH2:1][C:2]1[C:3]([NH:8][CH:9]2[CH2:14][CH2:13][CH2:12][CH2:11][CH2:10]2)=[N:4][CH:5]=[CH:6][CH:7]=1.[CH2:15]([O:17][C:18]([N:20]=[C:21]=S)=[O:19])[CH3:16].[CH2:23]([NH:26][CH2:27][CH2:28]C)[CH2:24]C, predict the reaction product. (2) Given the reactants C([O:5][C:6](=[O:36])[C:7]([CH3:35])([S:9][C:10]1[S:11][CH:12]=[C:13]([CH2:15][C:16](=[O:34])[NH:17][C:18]2[CH:23]=[CH:22][C:21]([C:24]3[CH:29]=[CH:28][C:27]([C:30]([F:33])([F:32])[F:31])=[CH:26][CH:25]=3)=[CH:20][CH:19]=2)[N:14]=1)[CH3:8])(C)(C)C.FC(F)(F)C(O)=O, predict the reaction product. The product is: [CH3:35][C:7]([S:9][C:10]1[S:11][CH:12]=[C:13]([CH2:15][C:16](=[O:34])[NH:17][C:18]2[CH:23]=[CH:22][C:21]([C:24]3[CH:29]=[CH:28][C:27]([C:30]([F:33])([F:31])[F:32])=[CH:26][CH:25]=3)=[CH:20][CH:19]=2)[N:14]=1)([CH3:8])[C:6]([OH:36])=[O:5]. (3) Given the reactants [Br:1][C:2]1[CH:7]=[CH:6][CH:5]=[CH:4][C:3]=1[CH2:8][CH2:9][C:10]([OH:12])=O.C(Cl)(=O)C(Cl)=O.[Al+3].[Cl-].[Cl-].[Cl-], predict the reaction product. The product is: [Br:1][C:2]1[CH:7]=[CH:6][CH:5]=[C:4]2[C:3]=1[CH2:8][CH2:9][C:10]2=[O:12]. (4) Given the reactants [Cl:1][C:2]1[CH:15]=[CH:14][CH:13]=[CH:12][C:3]=1[CH2:4][NH:5][C:6]1[S:7][CH2:8][C:9](=[O:11])[N:10]=1.[N:16]1[C:25]2[C:20](=[N:21][C:22]([CH:26]=O)=[CH:23][CH:24]=2)[CH:19]=[CH:18][CH:17]=1.C(O)(=O)C1C=CC=CC=1.N1CCCCC1, predict the reaction product. The product is: [Cl:1][C:2]1[CH:15]=[CH:14][CH:13]=[CH:12][C:3]=1[CH2:4][NH:5][C:6]1[S:7][C:8](=[CH:26][C:22]2[CH:23]=[CH:24][C:25]3[C:20](=[CH:19][CH:18]=[CH:17][N:16]=3)[N:21]=2)[C:9](=[O:11])[N:10]=1. (5) Given the reactants I([O-])(=O)(=O)=O.[Na+].[Cl:7][C:8]1[CH:15]=[C:14]([N:16]([C@H:25]2[CH2:29][C:28](=[O:30])[N:27]([CH2:31][CH:32]([OH:35])CO)[CH2:26]2)[CH2:17][C:18]2[CH:23]=[CH:22][CH:21]=[CH:20][C:19]=2[CH3:24])[CH:13]=[CH:12][C:9]=1[C:10]#[N:11], predict the reaction product. The product is: [Cl:7][C:8]1[CH:15]=[C:14]([N:16]([CH2:17][C:18]2[CH:23]=[CH:22][CH:21]=[CH:20][C:19]=2[CH3:24])[C@H:25]2[CH2:29][C:28](=[O:30])[N:27]([CH2:31][CH:32]=[O:35])[CH2:26]2)[CH:13]=[CH:12][C:9]=1[C:10]#[N:11]. (6) Given the reactants Cl.[NH2:2][CH2:3][C:4]1[CH:12]=[CH:11][CH:10]=[C:9]2[C:5]=1[C:6](=[O:22])[N:7]([CH:14]1[CH2:19][CH2:18][C:17](=[O:20])[NH:16][C:15]1=[O:21])[C:8]2=[O:13].N12CCCN=C1CCCCC2.[F:34][CH:35]([F:46])[O:36][C:37]1[CH:45]=[CH:44][C:40]([C:41](O)=[O:42])=[CH:39][CH:38]=1.Cl.CN(C)CCCN=C=NCC, predict the reaction product. The product is: [F:34][CH:35]([F:46])[O:36][C:37]1[CH:38]=[CH:39][C:40]([C:41]([NH:2][CH2:3][C:4]2[CH:12]=[CH:11][CH:10]=[C:9]3[C:5]=2[C:6](=[O:22])[N:7]([CH:14]2[CH2:19][CH2:18][C:17](=[O:20])[NH:16][C:15]2=[O:21])[C:8]3=[O:13])=[O:42])=[CH:44][CH:45]=1.